From a dataset of Human Reference Interactome with 51,813 positive PPI pairs across 8,248 proteins, plus equal number of experimentally-validated negative pairs. Binary Classification. Given two protein amino acid sequences, predict whether they physically interact or not. (1) Protein 1 (ENSG00000104408) has sequence MAEYDLTTRIAHFLDRHLVFPLLEFLSVKEIYNEKELLQGKLDLLSDTNMVDFAMDVYKNLYSDDIPHALREKRTTVVAQLKQLQAETEPIVKMFEDPETTRQMQSTRDGRMLFDYLADKHGFRQEYLDTLYRYAKFQYECGNYSGAAEYLYFFRVLVPATDRNALSSLWGKLASEILMQNWDAAMEDLTRLKETIDNNSVSSPLQSLQQRTWLIHWSLFVFFNHPKGRDNIIDLFLYQPQYLNAIQTMCPHILRYLTTAVITNKDVRKRRQVLKDLVKVIQQESYTYKDPITEFVECLY.... Protein 2 (ENSG00000166484) has sequence MESDLHQIIHSSQPLTLEHVRYFLYQLLRGLKYMHSAQVIHRDLKPSNLLVNENCELKIGDFGMARGLCTSPAEHQYFMTEYVATRWYRAPELMLSLHEYTQAIDLWSVGCIFGEMLARRQLFPGKNYVHQLQLIMMVLGTPSPAVIQAVGAERVRAYIQSLPPRQPVPWETVYPGADRQALSLLGRMLRFEPSARISAAAALRHPFLAKYHDPDDEPDCAPPFDFAFDREALTRERIKEAIVAEIEDFHARREGIRQQIRFQPSLQPVASEPGCPDVEMPSPWAPSGDCAMESPPPAPP.... Result: 0 (the proteins do not interact). (2) Protein 1 (ENSG00000118946) has sequence MYLSICCCFLLWAPALTLKNLNYSVPEEQGAGTVIGNIGRDARLQPGLPPAERGGGGRSKSGSYRVLENSAPHLLDVDADSGLLYTKQRIDRESLCRHNAKCQLSLEVFANDKEICMIKVEIQDINDNAPSFSSDQIEMDISENAAPGTRFPLTSAHDPDAGENGLRTYLLTRDDHGLFGLDVKSRGDGTKFPELVIQKALDREQQNHHTLVLTALDGGEPPRSATVQINVKVIDSNDNSPVFEAPSYLVELPENAPLGTVVIDLNATDADEGPNGEVLYSFSSYVPDRVRELFSIDPKT.... Protein 2 (ENSG00000069345) has sequence MANVADTKLYDILGVPPGASENELKKAYRKLAKEYHPDKNPNAGDKFKEISFAYEVLSNPEKRELYDRYGEQGLREGSGGGGGMDDIFSHIFGGGLFGFMGNQSRSRNGRRRGEDMMHPLKVSLEDLYNGKTTKLQLSKNVLCSACSGQGGKSGAVQKCSACRGRGVRIMIRQLAPGMVQQMQSVCSDCNGEGEVINEKDRCKKCEGKKVIKEVKILEVHVDKGMKHGQRITFTGEADQAPGVEPGDIVLLLQEKEHEVFQRDGNDLHMTYKIGLVEALCGFQFTFKHLDGRQIVVKYPP.... Result: 0 (the proteins do not interact). (3) Protein 1 (ENSG00000173699) has sequence XSTPQHSSLETTSRQPAFQALPAPEIRRSSCCLLSPDANVKAAPQSRKAENLQENPPVIVTRVLQALGTVAVALGALGAAYYITESL*MKKVKKKRSEARRHRDSTSQHASSNSTSQQPSPESTPQQPSPESTPQQPSPESTPQHSSLETTSRQPAFQALPAPEIRRSSCCLLSPDANVKAAPQSRKAGPLIRAGPHSCSCATCPCSSACWRRLGLCHSRIFDVLLPRDWQMAPGRGLPNLLTFYRKSSRKPSSHRNACPPSPRNCGCGSGGSRSCLLHH*STPQQPSPESTPQQPSPES.... Protein 2 (ENSG00000179134) has sequence MMFRDQVGILAGWFKGWNECEQTVALLSLLKRVTRTQARFLQLCLEHSLADCNDIHLLESEANSAAIVSQWQQESKEKVVSLLLSHLPLLQPGNTEAKSEYMRLLQKVLAYSIESNAFIEESRQLLSYALIHPATTLEDRNALALWLSHLEERLASGFRSRPEPSYHSRQGSDEWGGPAELGPGEAGPGWQDKPPRENGHVPFHPSSSVPPAINSIGSNANTGLPCQIHPSPLKRSMSLIPTSPQVPGEWPSPEELGARAAFTTPDHAPLSPQSSVASSGSEQTEEQGSSRNTFQEDGSG.... Result: 0 (the proteins do not interact). (4) Protein 1 (ENSG00000012660) has sequence MEHFDASLSTYFKALLGPRDTRVKGWFLLDNYIPTFICSVIYLLIVWLGPKYMRNKQPFSCRGILVVYNLGLTLLSLYMFCELVTGVWEGKYNFFCQGTRTAGESDMKIIRVLWWYYFSKLIEFMDTFFFILRKNNHQITVLHVYHHASMLNIWWFVMNWVPCGHSYFGATLNSFIHVLMYSYYGLSSVPSMRPYLWWKKYITQGQLLQFVLTIIQTSCGVIWPCTFPLGWLYFQIGYMISLIALFTNFYIQTYNKKGASRRKDHLKDHQNGSMAAVNGHTNSFSPLENNVKPRKLRKD*.... Protein 2 (ENSG00000146067) has sequence SAKGQVAGPKQPGRVLELPKVGSCAEAGEGSRGSRPGPGWAGSPKTEKEKGSSWRNWPGEAKARPQEQESVQPSGPARPQSLPQGKGRSRRSRNKQEKPASSLDDVFLPKDMDGVEMDETDREVEYFKSTLGGRGGWIT*MPKLVKNLLGEMPLWVCQSCRKSMEEDERQTGREHAVAISLSHTSXERSSCTSSSTHQRDGKFCDCCYCEFFGHNAPPAAPTSRNYTEIREKLRSRLTRRKEELPMKGGTLGGIPGEPAVDHRDVDELLEFINSTEPKVPNSARAAKRARHKLKKKEKEK.... Result: 0 (the proteins do not interact). (5) Protein 1 (ENSG00000137411) has sequence MPHLPLASFRPPFWGLRHSRGLPRFHSVSTQSEPHGSPISRRNREAKQKRLREKQATLEAEIAGESKSPAESIKAWRPKELVLYEIPTKPGEKKDVSGPLPPAYSPRYVEAAWYPWWVREGFFKPEYQARLPQATGETFSMCIPPPNVTGSLHIGHALTVAIQDALVRWHRMRGDQVLWVPGSDHAGIATQAVVEKQLWKERGVRRHELSREAFLREVWQWKEAKGGEICEQLRALGASLDWDRECFTMDVGSSVAVTEAFVRLYKAGLLYRNHQLVNWSCALRSAISDIEVENRPLPGH.... Protein 2 (ENSG00000155666) has sequence MAGDTHCPAEPLAREGTLWEALRALLPHSKEDLKLDLGEKVERSVVTLLQRATELFYEGRRDECLQSSEVILDYSWEKLNTGTWQDVDKDWRRVYAIGCLLKALCLCQAPEDANTVAAALRVCDMGLLMGAAILGDILLKVAAILQTHLPGKRPARGSLPEQPCTKKARADHGLIPDVKLEKTVPRLHRPSLQHFREQFLVPGRPVILKGVADHWPCMQKWSLEYIQEIAGCRTVPVEVGSRYTDEEWSQTLMTVNEFISKYIVNEPRDVGYLAQHQLFDQIPELKQDISIPDYCSLGDG.... Result: 0 (the proteins do not interact). (6) Protein 1 (ENSG00000167985) has sequence MAVSTVFSTSSLMLALSRHSLLSPLLSVTSFRRFYRGDSPTDSQKDMIEIPLPPWQERTDESIETKRARLLYESRKRGMLENCILLSLFAKEHLQHMTEKQLNLYDRLINEPSNDWDIYYWATEAKPAPEIFENEVMALLRDFAKNKNKEQRLRAPDLEYLFEKPR*MAVSTVFSTSSLMLALSRHSLLSPLLSVTSFRRFYRGDSPTDSQKDMIEIPLPPWQERTDESIETKRARLLYESRKRGMLENCILLSLFAKEHLQHMTEKQLNLYDRLINEPSNDWDIYYWATGWSAMA*MAV.... Protein 2 (ENSG00000135441) has sequence MNQRKLDHEVKTLQVQAAQFAKQTGQWIGMVENFNQALKVGHTPYLTTPILGPHWLPPVRLPQV*MNQRKLDHEVKTLQVQAAQFAKQTGQWIGMVENFNQALKEIGDVENWARSIELDMRTIATALEYVYKGQLQSAPS*MAPGSRGERSSFRSRRGPGVPSPQPDVTMLSRLLKEHQAKQNERKELQEKRRREAITAATCLTEALVDHLNVGVAQAYMNQRKLDHEVKTLQVQAAQFAKQTGQWIGMVENFNQALKEIGDVENWARSIELDMRTIATALEYVYKGQLQSAPS*MAPGS.... Result: 0 (the proteins do not interact).